From a dataset of Full USPTO retrosynthesis dataset with 1.9M reactions from patents (1976-2016). Predict the reactants needed to synthesize the given product. (1) The reactants are: [H-].[Na+].[CH3:3][C:4]([N:15]1[CH2:20][CH2:19][O:18][CH2:17][CH2:16]1)([CH3:14])[CH2:5][NH:6][C:7](=[O:13])[O:8][C:9]([CH3:12])([CH3:11])[CH3:10].[CH3:21]I. Given the product [CH3:21][N:6]([CH2:5][C:4]([CH3:3])([N:15]1[CH2:16][CH2:17][O:18][CH2:19][CH2:20]1)[CH3:14])[C:7](=[O:13])[O:8][C:9]([CH3:10])([CH3:11])[CH3:12], predict the reactants needed to synthesize it. (2) Given the product [Cl:3][C:4]1[C:5]([CH2:14][N:15]2[C:19]3[CH:20]=[C:21]([C:25]4[CH:35]=[CH:34][C:28]([C:29]([OH:31])=[O:30])=[CH:27][CH:26]=4)[CH:22]=[C:23]([CH3:24])[C:18]=3[N:17]=[C:16]2[CH3:36])=[N:6][CH:7]=[C:8]([C:10]([F:11])([F:12])[F:13])[CH:9]=1, predict the reactants needed to synthesize it. The reactants are: [OH-].[Na+].[Cl:3][C:4]1[C:5]([CH2:14][N:15]2[C:19]3[CH:20]=[C:21]([C:25]4[CH:35]=[CH:34][C:28]([C:29]([O:31]CC)=[O:30])=[CH:27][CH:26]=4)[CH:22]=[C:23]([CH3:24])[C:18]=3[N:17]=[C:16]2[CH3:36])=[N:6][CH:7]=[C:8]([C:10]([F:13])([F:12])[F:11])[CH:9]=1.Cl.